This data is from Reaction yield outcomes from USPTO patents with 853,638 reactions. The task is: Predict the reaction yield, written as a fraction of the theoretical maximum amount of product (1.0 means a 100% yield; for example, 0.34 means a 34% yield). (1) The reactants are [CH2:1]([N:8]1[CH2:13][CH2:12][C:11]([C:15]2[CH:20]=[CH:19][C:18]([C:21]([F:24])([F:23])[F:22])=[CH:17][CH:16]=2)(O)[CH2:10][CH2:9]1)[C:2]1[CH:7]=[CH:6][CH:5]=[CH:4][CH:3]=1. The catalyst is FC(F)(F)C(O)=O. The product is [CH2:1]([N:8]1[CH2:9][CH:10]=[C:11]([C:15]2[CH:16]=[CH:17][C:18]([C:21]([F:24])([F:22])[F:23])=[CH:19][CH:20]=2)[CH2:12][CH2:13]1)[C:2]1[CH:3]=[CH:4][CH:5]=[CH:6][CH:7]=1. The yield is 0.980. (2) The reactants are [N+:1]([C:4]1[CH:11]=[C:10]([O:12][CH2:13][C:14]2[CH:19]=[CH:18][CH:17]=[CH:16][CH:15]=2)[C:9]([O:20][CH3:21])=[CH:8][C:5]=1[C:6]#[N:7])([O-])=O.[Na]. The catalyst is C(Cl)Cl.O.S(S([O-])=O)([O-])=O.[Na+].[Na+]. The product is [NH2:1][C:4]1[CH:11]=[C:10]([O:12][CH2:13][C:14]2[CH:15]=[CH:16][CH:17]=[CH:18][CH:19]=2)[C:9]([O:20][CH3:21])=[CH:8][C:5]=1[C:6]#[N:7]. The yield is 0.970. (3) The reactants are [I:1][C:2]1[CH:3]=[CH:4][CH:5]=[C:6]2[C:11]=1[NH:10][CH:9]=[C:8](C(O)=O)[C:7]2=[O:15]. The catalyst is C1(OC2C=CC=CC=2)C=CC=CC=1. The product is [I:1][C:2]1[CH:3]=[CH:4][CH:5]=[C:6]2[C:11]=1[NH:10][CH:9]=[CH:8][C:7]2=[O:15]. The yield is 0.230. (4) The reactants are [NH2:1][C:2]1[S:3][CH:4]=[CH:5][N:6]=1.[C:7]1([C:13]#[C:14][C:15]2[S:19][C:18]([CH:20]=O)=[CH:17][CH:16]=2)[CH:12]=[CH:11][CH:10]=[CH:9][CH:8]=1.[CH3:22][C:23]([N+:30]#[C-:31])([CH2:25][C:26]([CH3:29])([CH3:28])[CH3:27])[CH3:24].Cl(O)(=O)(=O)=O.C([O-])([O-])=O.[Na+].[Na+]. The catalyst is C(Cl)Cl. The product is [C:7]1([C:13]#[C:14][C:15]2[S:19][C:18]([C:20]3[N:1]=[C:2]4[N:6]([C:31]=3[NH:30][C:23]([CH3:24])([CH2:25][C:26]([CH3:29])([CH3:28])[CH3:27])[CH3:22])[CH:5]=[CH:4][S:3]4)=[CH:17][CH:16]=2)[CH:12]=[CH:11][CH:10]=[CH:9][CH:8]=1. The yield is 0.370. (5) The reactants are [CH3:1]OC(C)(C)C.BrC1[C:20]([C:21]([CH3:24])([CH3:23])[CH3:22])=[CH:19][C:18]2[C:17]3[C:12](=[CH:13][C:14](Br)=[C:15]([C:25]([CH3:28])([CH3:27])[CH3:26])[CH:16]=3)[CH2:11][C:10]=2[CH:9]=1.C[Mg]Br.Cl.C(O[CH2:37][CH3:38])C. The catalyst is C1C=CC(P(C2C=CC=CC=2)[C-]2C=CC=C2)=CC=1.C1C=CC(P(C2C=CC=CC=2)[C-]2C=CC=C2)=CC=1.Cl[Pd]Cl.[Fe+2].C(Cl)Cl. The product is [CH3:1][C:14]1[C:15]([C:25]([CH3:27])([CH3:26])[CH3:28])=[CH:16][C:17]2[C:18]3[C:10](=[CH:9][C:37]([CH3:38])=[C:20]([C:21]([CH3:22])([CH3:24])[CH3:23])[CH:19]=3)[CH2:11][C:12]=2[CH:13]=1. The yield is 0.630. (6) The yield is 0.900. The reactants are [F:1][C:2]1[CH:7]=[CH:6][C:5]([C:8]2[CH:9]=[C:10]3[C:15](=[CH:16][CH:17]=2)[N:14]=[CH:13][N:12]=[C:11]3O)=[CH:4][CH:3]=1.C(N(C(C)C)CC)(C)C.O=P(Cl)(Cl)[Cl:30]. The catalyst is C1(C)C=CC=CC=1. The product is [Cl:30][C:11]1[C:10]2[C:15](=[CH:16][CH:17]=[C:8]([C:5]3[CH:6]=[CH:7][C:2]([F:1])=[CH:3][CH:4]=3)[CH:9]=2)[N:14]=[CH:13][N:12]=1. (7) The reactants are [NH2:1][C:2]1[C:6](C(OC)=O)=[CH:5][NH:4][C:3]=1[C:11]([O:13]C)=O.C(O)(=O)C.[CH:19](N)=[NH:20].C(OCC)(=O)C. The catalyst is C(O)C.CCCCCC. The product is [N:1]1[C:2]2[CH:6]=[CH:5][NH:4][C:3]=2[C:11](=[O:13])[NH:20][CH:19]=1. The yield is 0.800. (8) The reactants are [CH2:1]([N:8]1[CH2:14][C:13]2[N:15]=[CH:16][C:17](Cl)=[N:18][C:12]=2[O:11][CH2:10][CH2:9]1)[C:2]1[CH:7]=[CH:6][CH:5]=[CH:4][CH:3]=1.[CH3:20][C@@H:21]1[CH2:26][O:25][CH2:24][CH2:23][NH:22]1.CC(C1C=C(C(C)C)C(C2C=CC=CC=2P(C2CCCCC2)C2CCCCC2)=C(C(C)C)C=1)C.CC(C)([O-])C.[Na+]. The catalyst is C1(C)C=CC=CC=1.C1C=CC(/C=C/C(/C=C/C2C=CC=CC=2)=O)=CC=1.C1C=CC(/C=C/C(/C=C/C2C=CC=CC=2)=O)=CC=1.C1C=CC(/C=C/C(/C=C/C2C=CC=CC=2)=O)=CC=1.[Pd].[Pd].O. The product is [CH2:1]([N:8]1[CH2:14][C:13]2[N:15]=[CH:16][C:17]([N:22]3[CH2:23][CH2:24][O:25][CH2:26][C@H:21]3[CH3:20])=[N:18][C:12]=2[O:11][CH2:10][CH2:9]1)[C:2]1[CH:7]=[CH:6][CH:5]=[CH:4][CH:3]=1. The yield is 0.600. (9) The reactants are Cl[CH2:2][CH2:3][C@H:4]([C:6]1[CH:11]=[CH:10][CH:9]=[CH:8][CH:7]=1)[OH:5].[I-:12].[Na+]. The catalyst is CC(C)=O. The product is [I:12][CH2:2][CH2:3][C@H:4]([C:6]1[CH:11]=[CH:10][CH:9]=[CH:8][CH:7]=1)[OH:5]. The yield is 0.980.